Dataset: P-glycoprotein inhibition data for predicting drug efflux from Broccatelli et al.. Task: Regression/Classification. Given a drug SMILES string, predict its absorption, distribution, metabolism, or excretion properties. Task type varies by dataset: regression for continuous measurements (e.g., permeability, clearance, half-life) or binary classification for categorical outcomes (e.g., BBB penetration, CYP inhibition). Dataset: pgp_broccatelli. (1) The compound is Cn1c(-c2ccc3c(c2)OCO3)cc(=O)c2ccccc21. The result is 0 (non-inhibitor). (2) The drug is COc1cccc(CCc2ccccc2OCCCN2CCN(c3cccc(Cl)c3)CC2)c1. The result is 1 (inhibitor). (3) The compound is CC(C)(Sc1cc(C(C)(C)C)c(O)c(C(C)(C)C)c1)Sc1cc(C(C)(C)C)c(O)c(C(C)(C)C)c1. The result is 0 (non-inhibitor).